This data is from Reaction yield outcomes from USPTO patents with 853,638 reactions. The task is: Predict the reaction yield, written as a fraction of the theoretical maximum amount of product (1.0 means a 100% yield; for example, 0.34 means a 34% yield). (1) The reactants are [Cl:1][C:2]1[CH:3]=[C:4]([S:8]([NH:11][C:12]2[CH:20]=[CH:19][C:15]([C:16]([OH:18])=[O:17])=[C:14]([OH:21])[CH:13]=2)(=[O:10])=[O:9])[S:5][C:6]=1[Cl:7].[CH3:22][O:23][CH2:24][CH:25](O)[CH3:26]. No catalyst specified. The product is [Cl:1][C:2]1[CH:3]=[C:4]([S:8]([NH:11][C:12]2[CH:20]=[CH:19][C:15]([C:16]([O:18][CH:25]([CH3:26])[CH2:24][O:23][CH3:22])=[O:17])=[C:14]([OH:21])[CH:13]=2)(=[O:9])=[O:10])[S:5][C:6]=1[Cl:7]. The yield is 0.770. (2) The reactants are [OH:1][C:2]1[CH:9]=[CH:8][C:5]([CH2:6][OH:7])=[CH:4][CH:3]=1.[C:10](O)(=[O:13])[CH2:11][CH3:12]. The catalyst is C(#N)C. The product is [C:10]([O:7][CH2:6][C:5]1[CH:8]=[CH:9][C:2]([OH:1])=[CH:3][CH:4]=1)(=[O:13])[CH2:11][CH3:12]. The yield is 0.240. (3) The reactants are N(C(OCC)=O)=NC(OCC)=O.C1(P(C2C=CC=CC=2)C2C=CC=CC=2)C=CC=CC=1.O[C:33]1[C:34]([C:42]2([CH2:56][OH:57])[C:50](=[O:51])[CH:49]=[C:48]3[S:52][CH2:53][CH2:54][CH2:55][N:46]4[C:47]3=[C:43]2[CH:44]=[CH:45]4)=[CH:35][C:36]2[O:40][CH2:39][O:38][C:37]=2[CH:41]=1. The catalyst is O1CCCC1. The product is [CH2:55]1[N:46]2[C:47]3[C:48](=[CH:49][C:50](=[O:51])[C:42]4([C:34]5=[CH:35][C:36]6[O:40][CH2:39][O:38][C:37]=6[CH:41]=[C:33]5[O:57][CH2:56]4)[C:43]=3[CH:44]=[CH:45]2)[S:52][CH2:53][CH2:54]1. The yield is 0.650.